From a dataset of Forward reaction prediction with 1.9M reactions from USPTO patents (1976-2016). Predict the product of the given reaction. (1) Given the reactants [CH:1]([C@:3]12[CH2:17][CH2:16][C:11]3([O:15][CH2:14][CH2:13][O:12]3)[CH2:10][C@H:9]1[CH2:8][CH2:7][O:6][C:5]1[CH:18]=[C:19]([C:22]([O:24][CH3:25])=[O:23])[CH:20]=[CH:21][C:4]2=1)=[CH2:2].[CH:26]([C@@:28]12[CH2:42][CH2:41][C:36]3([O:40][CH2:39][CH2:38][O:37]3)[CH2:35][C@@H:34]1[CH2:33][CH2:32][O:31][C:30]1[CH:43]=[C:44]([C:47]([O:49][CH3:50])=[O:48])[CH:45]=[CH:46][C:29]2=1)=[CH2:27], predict the reaction product. The product is: [CH2:1]([C@:3]12[CH2:17][CH2:16][C:11]3([O:12][CH2:13][CH2:14][O:15]3)[CH2:10][C@H:9]1[CH2:8][CH2:7][O:6][C:5]1[CH:18]=[C:19]([C:22]([O:24][CH3:25])=[O:23])[CH:20]=[CH:21][C:4]2=1)[CH3:2].[CH2:26]([C@@:28]12[CH2:42][CH2:41][C:36]3([O:37][CH2:38][CH2:39][O:40]3)[CH2:35][C@@H:34]1[CH2:33][CH2:32][O:31][C:30]1[CH:43]=[C:44]([C:47]([O:49][CH3:50])=[O:48])[CH:45]=[CH:46][C:29]2=1)[CH3:27]. (2) Given the reactants [Br:1][C:2]1[CH:3]=[C:4]([CH2:8][C:9]([OH:11])=[O:10])[CH:5]=[CH:6][CH:7]=1.[CH:12]1(N=C=NC2CCCCC2)CCCCC1.CO, predict the reaction product. The product is: [CH3:12][O:10][C:9](=[O:11])[CH2:8][C:4]1[CH:5]=[CH:6][CH:7]=[C:2]([Br:1])[CH:3]=1. (3) Given the reactants C[O-].C([Sn+](CCCC)CCCC)CCC.Br[C:17]1[CH:18]=[C:19]([CH:24]=[CH:25][CH:26]=1)[C:20]([O:22][CH3:23])=[O:21].C([O:30][C:31]([CH3:33])=[CH2:32])(=O)C.[F-].[K+], predict the reaction product. The product is: [CH3:23][O:22][C:20](=[O:21])[C:19]1[CH:24]=[CH:25][CH:26]=[C:17]([CH2:32][C:31](=[O:30])[CH3:33])[CH:18]=1. (4) Given the reactants [C:1]([NH:5][CH2:6][C:7]1[CH:16]=[CH:15][C:14]2[C:9](=[CH:10][CH:11]=[CH:12][CH:13]=2)[C:8]=1[C:17]1[N:22]=[C:21]([CH2:23][NH:24][C:25]2[C:30]([CH:31]([CH3:33])[CH3:32])=[CH:29][CH:28]=[CH:27][C:26]=2[CH:34]([CH3:36])[CH3:35])[CH:20]=[CH:19][CH:18]=1)([CH3:4])([CH3:3])[CH3:2].C1COCC1.[Li][C:43]1[CH:44]=[CH:45][CH:46]=[CH:47][CH:48]=1.CC(N)(C)C.C(NCC1C=CC2C(=CC=CC=2)C=1C1N=C(C=O)C=CC=1)(C)(C)C.C(N)CCC.[BH3-]C#N.[Na+], predict the reaction product. The product is: [C:1]([NH:5][CH2:6][C:7]1[CH:16]=[CH:15][C:14]2[C:9](=[CH:10][CH:11]=[CH:12][CH:13]=2)[C:8]=1[C:17]1[N:22]=[C:21]([CH:23]([C:43]2[CH:44]=[CH:45][CH:46]=[CH:47][CH:48]=2)[NH:24][C:25]2[C:30]([CH:31]([CH3:32])[CH3:33])=[CH:29][CH:28]=[CH:27][C:26]=2[CH:34]([CH3:36])[CH3:35])[CH:20]=[CH:19][CH:18]=1)([CH3:4])([CH3:3])[CH3:2]. (5) Given the reactants [CH:1]1[CH:6]=[C:5]2[C:7](Br)=[CH:8][S:9][C:4]2=[CH:3][CH:2]=1.[Li]CCCC.[C:16](=[O:18])=[O:17], predict the reaction product. The product is: [S:9]1[CH:8]=[C:7]([C:16]([OH:18])=[O:17])[C:5]2[CH:6]=[CH:1][CH:2]=[CH:3][C:4]1=2. (6) Given the reactants [NH2:1][C@@H:2]([CH2:20][O:21][CH2:22][C:23]1[CH:28]=[CH:27][CH:26]=[CH:25][CH:24]=1)[C:3]([NH:5][C:6]1[CH:11]=[CH:10][C:9]([O:12][C:13]2[CH:18]=[CH:17][C:16]([F:19])=[CH:15][CH:14]=2)=[CH:8][CH:7]=1)=[O:4].Cl.[N:30]1[N:31]([CH2:35][C:36](O)=[O:37])[N:32]=[CH:33][CH:34]=1, predict the reaction product. The product is: [N:30]1[N:31]([CH2:35][C:36]([NH:1][C@@H:2]([CH2:20][O:21][CH2:22][C:23]2[CH:24]=[CH:25][CH:26]=[CH:27][CH:28]=2)[C:3]([NH:5][C:6]2[CH:7]=[CH:8][C:9]([O:12][C:13]3[CH:18]=[CH:17][C:16]([F:19])=[CH:15][CH:14]=3)=[CH:10][CH:11]=2)=[O:4])=[O:37])[N:32]=[CH:33][CH:34]=1.